From a dataset of Forward reaction prediction with 1.9M reactions from USPTO patents (1976-2016). Predict the product of the given reaction. (1) Given the reactants ClC(Cl)(Cl)C([N:5]=C=O)=O.[CH:10]([C:13]1[N:14]([O:27][CH3:28])[C:15]2[C:24]3[CH:23]=[CH:22][CH:21]=[CH:20][C:19]=3[N+:18]([O-])=[CH:17][C:16]=2[N:26]=1)([CH3:12])[CH3:11].CO, predict the reaction product. The product is: [CH:10]([C:13]1[N:14]([O:27][CH3:28])[C:15]2[C:24]3[CH:23]=[CH:22][CH:21]=[CH:20][C:19]=3[N:18]=[C:17]([NH2:5])[C:16]=2[N:26]=1)([CH3:12])[CH3:11]. (2) The product is: [Cl:1][C:2]1[CH:3]=[C:4]2[C:10]([C:11]3[N:16]=[C:15]([C:17]([NH:23][CH2:22][C:21]([F:25])([F:24])[F:20])=[O:19])[CH:14]=[N:13][CH:12]=3)=[CH:9][NH:8][C:5]2=[N:6][CH:7]=1. Given the reactants [Cl:1][C:2]1[CH:3]=[C:4]2[C:10]([C:11]3[N:16]=[C:15]([C:17]([OH:19])=O)[CH:14]=[N:13][CH:12]=3)=[CH:9][NH:8][C:5]2=[N:6][CH:7]=1.[F:20][C:21]([F:25])([F:24])[CH2:22][NH2:23].C(Cl)CCl.C1C=CC2N(O)N=NC=2C=1.C(N(CC)CC)C, predict the reaction product. (3) Given the reactants [CH3:1][C:2]1[N:7]2[CH:8]=[CH:9][N:10]=[C:6]2[C:5]([C:11]2[CH:16]=[CH:15][CH:14]=[CH:13][CH:12]=2)=[C:4]([C:17]2[CH:24]=[CH:23][C:20]([CH:21]=O)=[CH:19][CH:18]=2)[N:3]=1.Cl.Cl.[CH3:27][C:28]1[C:33]([CH3:34])=[CH:32][CH:31]=[C:30]([C:35]2[NH:39][N:38]=[C:37]([CH:40]3[CH2:45][CH2:44][NH:43][CH2:42][CH2:41]3)[N:36]=2)[N:29]=1.C(N(CC)CC)C.[BH-](OC(C)=O)(OC(C)=O)OC(C)=O.[Na+], predict the reaction product. The product is: [CH3:34][C:33]1[CH:32]=[CH:31][C:30]([C:35]2[NH:39][N:38]=[C:37]([CH:40]3[CH2:45][CH2:44][N:43]([CH2:21][C:20]4[CH:23]=[CH:24][C:17]([C:4]5[N:3]=[C:2]([CH3:1])[N:7]6[CH:8]=[CH:9][N:10]=[C:6]6[C:5]=5[C:11]5[CH:16]=[CH:15][CH:14]=[CH:13][CH:12]=5)=[CH:18][CH:19]=4)[CH2:42][CH2:41]3)[N:36]=2)=[N:29][C:28]=1[CH3:27]. (4) The product is: [NH2:1][C:4]1[CH:5]=[C:6]([N:10]2[CH2:13][CH2:12][C:11]2=[O:14])[CH:7]=[CH:8][CH:9]=1. Given the reactants [N+:1]([C:4]1[CH:5]=[C:6]([N:10]2[CH2:13][CH2:12][C:11]2=[O:14])[CH:7]=[CH:8][CH:9]=1)([O-])=O.C([O-])=O.[NH4+], predict the reaction product. (5) Given the reactants [Cl:1][C:2]1[CH:24]=[CH:23][C:5]([CH2:6][NH:7][C:8]([C:10]2[CH:19]=[CH:18][C:13]([C:14]([O:16]C)=O)=[C:12]([N:20]=[C:21]=[S:22])[CH:11]=2)=[O:9])=[CH:4][CH:3]=1.[NH2:25][C:26]1[N:31]=[CH:30][C:29]([C:32]([O:34]C)=[O:33])=[CH:28][CH:27]=1.[OH-].[Na+], predict the reaction product. The product is: [Cl:1][C:2]1[CH:3]=[CH:4][C:5]([CH2:6][NH:7][C:8]([C:10]2[CH:11]=[C:12]3[C:13]([C:14](=[O:16])[N:25]([C:26]4[N:31]=[CH:30][C:29]([C:32]([OH:34])=[O:33])=[CH:28][CH:27]=4)[C:21](=[S:22])[NH:20]3)=[CH:18][CH:19]=2)=[O:9])=[CH:23][CH:24]=1.